This data is from Catalyst prediction with 721,799 reactions and 888 catalyst types from USPTO. The task is: Predict which catalyst facilitates the given reaction. (1) Reactant: [F:1][C:2]1[CH:7]=[CH:6][C:5]([C:8]2[S:12][C:11]([CH3:13])=[N:10][C:9]=2[C:14]([OH:16])=O)=[CH:4][CH:3]=1.C(N(CC)C(C)C)(C)C.CN(C(ON1N=NC2C=CC=NC1=2)=[N+](C)C)C.F[P-](F)(F)(F)(F)F.[CH3:50][O:51][C:52](=[O:60])[CH2:53][CH:54]1[CH2:59][CH2:58][CH2:57][CH2:56][NH:55]1. Product: [CH3:50][O:51][C:52](=[O:60])[CH2:53][CH:54]1[CH2:59][CH2:58][CH2:57][CH2:56][N:55]1[C:14]([C:9]1[N:10]=[C:11]([CH3:13])[S:12][C:8]=1[C:5]1[CH:4]=[CH:3][C:2]([F:1])=[CH:7][CH:6]=1)=[O:16]. The catalyst class is: 18. (2) The catalyst class is: 3. Product: [Cl:8][C:9]1[CH:10]=[C:11]([CH:15]=[C:16]([F:22])[C:17]=1[O:18][CH2:19][C:20]#[CH:21])[C:12]([Cl:25])=[O:13]. Reactant: C1(C)C=CC=CC=1.[Cl:8][C:9]1[CH:10]=[C:11]([CH:15]=[C:16]([F:22])[C:17]=1[O:18][CH2:19][C:20]#[CH:21])[C:12](O)=[O:13].S(Cl)([Cl:25])=O. (3) Reactant: CON(C)[C:4]([C:6]1[N:7]([C:12]2[CH:17]=[CH:16][CH:15]=[CH:14][CH:13]=2)[N:8]=[C:9]([CH3:11])[CH:10]=1)=[O:5].[H-].[Al+3].[Li+].[H-].[H-].[H-].S([O-])(O)(=O)=O.[Na+]. Product: [CH3:11][C:9]1[CH:10]=[C:6]([CH:4]=[O:5])[N:7]([C:12]2[CH:17]=[CH:16][CH:15]=[CH:14][CH:13]=2)[N:8]=1. The catalyst class is: 280. (4) Reactant: [C:1]([OH:14])(=[O:13])[CH2:2][CH2:3][CH2:4][CH2:5][CH2:6][CH2:7][CH2:8][CH2:9][C:10]([OH:12])=O.ClC(Cl)(OC(=O)OC(Cl)(Cl)Cl)Cl. Product: [C:10]1(=[O:12])[O:14][C:1](=[O:13])[CH2:2][CH2:3][CH2:4][CH2:5][CH2:6][CH2:7][CH2:8][CH2:9]1. The catalyst class is: 22.